From a dataset of Forward reaction prediction with 1.9M reactions from USPTO patents (1976-2016). Predict the product of the given reaction. (1) Given the reactants [CH3:1][C:2]1[O:6][C:5]([C:7]([NH:9][C:10]([C:13]2[N:19]([CH3:20])[C:17](=[O:18])[C:16]([OH:21])=[C:15]([C:22]([NH:24][CH2:25][C:26]3[CH:27]=[CH:28][C:29]([F:32])=[CH:30][CH:31]=3)=[O:23])[N:14]=2)([CH3:12])[CH3:11])=[O:8])=[N:4][N:3]=1.[NH:33]([CH2:35][C@@H:36]([C@H:38]([C@@H:40]([C@@H:42]([CH2:44][OH:45])[OH:43])[OH:41])[OH:39])[OH:37])[CH3:34].C1COCC1, predict the reaction product. The product is: [CH3:1][C:2]1[O:6][C:5]([C:7]([NH:9][C:10]([C:13]2[N:19]([CH3:20])[C:17](=[O:18])[C:16]([OH:21])=[C:15]([C:22]([NH:24][CH2:25][C:26]3[CH:27]=[CH:28][C:29]([F:32])=[CH:30][CH:31]=3)=[O:23])[N:14]=2)([CH3:12])[CH3:11])=[O:8])=[N:4][N:3]=1.[NH:33]([CH2:35][C@@H:36]([C@H:38]([C@@H:40]([C@@H:42]([CH2:44][OH:45])[OH:43])[OH:41])[OH:39])[OH:37])[CH3:34]. (2) Given the reactants [C:1]1([C:7]2[CH:15]=[CH:14][C:10]([C:11]([NH2:13])=O)=[CH:9][CH:8]=2)[CH:6]=[CH:5][CH:4]=[CH:3][CH:2]=1.B.Cl.[OH-].[Na+], predict the reaction product. The product is: [C:1]1([C:7]2[CH:8]=[CH:9][C:10]([CH2:11][NH2:13])=[CH:14][CH:15]=2)[CH:2]=[CH:3][CH:4]=[CH:5][CH:6]=1. (3) Given the reactants Cl.Cl.C[O:4][C:5](=[O:54])[C@@H:6]([NH:23][C:24]([C@@H:26]1[CH2:35][C:34]2[CH:33]=[C:32]3[O:36][CH2:37][C@H:38]([C:40]4[CH:45]=[CH:44][C:43]([O:46][CH2:47][CH:48]5[CH2:53][CH2:52][CH2:51][CH2:50][CH2:49]5)=[CH:42][CH:41]=4)[O:39][C:31]3=[CH:30][C:29]=2[CH2:28][NH:27]1)=[O:25])[CH2:7][C:8]1[CH:13]=[CH:12][C:11]([O:14][C:15]2[CH:20]=[CH:19][N:18]=[C:17]([CH3:21])[C:16]=2[CH3:22])=[CH:10][CH:9]=1.[C:55](Cl)(=[O:62])[C:56]1[CH:61]=[CH:60][CH:59]=[CH:58][CH:57]=1, predict the reaction product. The product is: [C:55]([N:27]1[C@H:26]([C:24]([NH:23][C@@H:6]([CH2:7][C:8]2[CH:13]=[CH:12][C:11]([O:14][C:15]3[CH:20]=[CH:19][N:18]=[C:17]([CH3:21])[C:16]=3[CH3:22])=[CH:10][CH:9]=2)[C:5]([OH:54])=[O:4])=[O:25])[CH2:35][C:34]2[CH:33]=[C:32]3[O:36][CH2:37][C@H:38]([C:40]4[CH:45]=[CH:44][C:43]([O:46][CH2:47][CH:48]5[CH2:49][CH2:50][CH2:51][CH2:52][CH2:53]5)=[CH:42][CH:41]=4)[O:39][C:31]3=[CH:30][C:29]=2[CH2:28]1)(=[O:62])[C:56]1[CH:61]=[CH:60][CH:59]=[CH:58][CH:57]=1. (4) Given the reactants [Cl:1][C:2]1[CH:3]=[C:4]([S:33]([NH2:36])(=[O:35])=[O:34])[CH:5]=[CH:6][C:7]=1[CH2:8][S:9][C:10]1[N:11]([C:26]2[CH:31]=[CH:30][C:29]([F:32])=[CH:28][CH:27]=2)[C:12]([C:15]([C:18]2[CH:23]=[CH:22][C:21]([Cl:24])=[C:20]([Cl:25])[CH:19]=2)([CH3:17])[CH3:16])=[CH:13][N:14]=1.[OH-].[Na+].[N:39]1([NH:44][C:45](=[O:53])[O:46][C:47]2[CH:52]=[CH:51][CH:50]=[CH:49][CH:48]=2)[CH2:43][CH2:42][CH2:41][CH2:40]1.C1(OC(Cl)=O)C=CC=CC=1.NN1CCCC1.Cl, predict the reaction product. The product is: [N:39]1([NH:44][C:45](=[O:53])[O:46][C:47]2[CH:48]=[CH:49][CH:50]=[CH:51][CH:52]=2)[CH2:40][CH2:41][CH2:42][CH2:43]1.[Cl:1][C:2]1[CH:3]=[C:4]([S:33]([NH:36][C:45](=[O:46])[NH:44][N:39]2[CH2:43][CH2:42][CH2:41][CH2:40]2)(=[O:35])=[O:34])[CH:5]=[CH:6][C:7]=1[CH2:8][S:9][C:10]1[N:11]([C:26]2[CH:31]=[CH:30][C:29]([F:32])=[CH:28][CH:27]=2)[C:12]([C:15]([C:18]2[CH:23]=[CH:22][C:21]([Cl:24])=[C:20]([Cl:25])[CH:19]=2)([CH3:17])[CH3:16])=[CH:13][N:14]=1.